Dataset: Full USPTO retrosynthesis dataset with 1.9M reactions from patents (1976-2016). Task: Predict the reactants needed to synthesize the given product. (1) Given the product [NH2:1][CH2:4][CH2:5][O:6][C@@H:7]([C:21]1[CH:26]=[CH:25][CH:24]=[C:23]([F:27])[C:22]=1[F:28])[C@@H:8]1[CH2:13][CH2:12][CH2:11][N:10]([C:14]([O:16][C:17]([CH3:20])([CH3:19])[CH3:18])=[O:15])[CH2:9]1, predict the reactants needed to synthesize it. The reactants are: [N:1]([CH2:4][CH2:5][O:6][CH:7]([C:21]1[CH:26]=[CH:25][CH:24]=[C:23]([F:27])[C:22]=1[F:28])[C@@H:8]1[CH2:13][CH2:12][CH2:11][N:10]([C:14]([O:16][C:17]([CH3:20])([CH3:19])[CH3:18])=[O:15])[CH2:9]1)=[N+]=[N-]. (2) Given the product [N:46]1[CH:51]=[CH:45][C:43]([CH2:44][N:6]2[C:7]3[CH:8]=[CH:9][CH:10]=[CH:11][C:1]=3[C:2](=[O:3])[O:4][C:5]2=[O:12])=[CH:48][CH:47]=1, predict the reactants needed to synthesize it. The reactants are: [C:1]12[C:7](=[CH:8][CH:9]=[CH:10][CH:11]=1)[NH:6][C:5](=[O:12])[O:4][C:2]2=[O:3].C1(P(C2C=CC=CC=2)C2C=CC=CC=2)C=CC=CC=1.N(C(O[CH:43]([CH3:45])[CH3:44])=O)=NC(OC(C)C)=O.[N:46]1[CH:51]=CC=[CH:48][CH:47]=1. (3) The reactants are: [CH3:1][O:2][C:3]1[CH:8]=[CH:7][CH:6]=[CH:5][C:4]=1[CH:9]1[CH2:14][CH2:13][N:12]([C:15](=[O:44])[C@H:16]([NH:24][C:25]([C@@H:27]2[CH2:36][C:35]3[C:30](=[CH:31][CH:32]=[CH:33][CH:34]=3)[CH2:29][N:28]2C(OC(C)(C)C)=O)=[O:26])[CH2:17][C:18]2[CH:23]=[CH:22][CH:21]=[CH:20][CH:19]=2)[CH2:11][CH2:10]1.C(O)(C(F)(F)F)=O. Given the product [CH2:29]1[C:30]2[C:35](=[CH:34][CH:33]=[CH:32][CH:31]=2)[CH2:36][C@@H:27]([C:25]([NH:24][C@H:16]([CH2:17][C:18]2[CH:19]=[CH:20][CH:21]=[CH:22][CH:23]=2)[C:15]([N:12]2[CH2:13][CH2:14][CH:9]([C:4]3[CH:5]=[CH:6][CH:7]=[CH:8][C:3]=3[O:2][CH3:1])[CH2:10][CH2:11]2)=[O:44])=[O:26])[NH:28]1, predict the reactants needed to synthesize it. (4) Given the product [Cl:24][C:21]1[N:20]=[N:19][C:18]([CH2:17][O:15][C@@H:11]2[CH2:10][O:9][C:8]3=[N:7][C:6]([N+:3]([O-:5])=[O:4])=[CH:14][N:13]3[CH2:12]2)=[CH:23][CH:22]=1, predict the reactants needed to synthesize it. The reactants are: [H-].[Na+].[N+:3]([C:6]1[N:7]=[C:8]2[N:13]([CH:14]=1)[CH2:12][C@H:11]([OH:15])[CH2:10][O:9]2)([O-:5])=[O:4].Br[CH2:17][C:18]1[N:19]=[N:20][C:21]([Cl:24])=[CH:22][CH:23]=1.